From a dataset of Reaction yield outcomes from USPTO patents with 853,638 reactions. Predict the reaction yield, written as a fraction of the theoretical maximum amount of product (1.0 means a 100% yield; for example, 0.34 means a 34% yield). The reactants are [F:1][CH:2]([F:39])[C:3]1[N:7]([C:8]2[N:13]=[C:12]([N:14]3[CH2:19][CH2:18][O:17][CH2:16][CH2:15]3)[N:11]=[C:10]([N:20]([CH:27]3[CH2:32][CH2:31][CH2:30][NH:29][CH2:28]3)[CH2:21][CH2:22][CH2:23][N:24]([CH3:26])[CH3:25])[N:9]=2)[C:6]2[CH:33]=[CH:34][CH:35]=[C:36]([O:37][CH3:38])[C:5]=2[N:4]=1.CCN(C(C)C)C(C)C.[CH3:49][S:50](Cl)(=[O:52])=[O:51]. The catalyst is C(Cl)Cl. The product is [F:39][CH:2]([F:1])[C:3]1[N:7]([C:8]2[N:13]=[C:12]([N:14]3[CH2:15][CH2:16][O:17][CH2:18][CH2:19]3)[N:11]=[C:10]([N:20]([CH:27]3[CH2:32][CH2:31][CH2:30][N:29]([S:50]([CH3:49])(=[O:52])=[O:51])[CH2:28]3)[CH2:21][CH2:22][CH2:23][N:24]([CH3:26])[CH3:25])[N:9]=2)[C:6]2[CH:33]=[CH:34][CH:35]=[C:36]([O:37][CH3:38])[C:5]=2[N:4]=1. The yield is 0.720.